Task: Predict the reactants needed to synthesize the given product.. Dataset: Full USPTO retrosynthesis dataset with 1.9M reactions from patents (1976-2016) (1) Given the product [CH2:12]([O:11][C:5]1[CH:6]=[CH:7][C:8]([Cl:10])=[CH:9][C:4]=1[N+:1]([O-:3])=[O:2])[C:13]1[CH:18]=[CH:17][CH:16]=[CH:15][CH:14]=1, predict the reactants needed to synthesize it. The reactants are: [N+:1]([C:4]1[CH:9]=[C:8]([Cl:10])[CH:7]=[CH:6][C:5]=1[OH:11])([O-:3])=[O:2].[CH2:12](Br)[C:13]1[CH:18]=[CH:17][CH:16]=[CH:15][CH:14]=1.C(=O)([O-])[O-].[K+].[K+].CN(C=O)C. (2) Given the product [CH2:1]([O:8][C:9]1[CH:14]=[CH:13][C:12]([C:15]2[CH:16]=[N:17][C:18]3[N:19]([N:27]=[CH:28][C:29]=3[CH:37]=[O:38])[C:20]=2[CH:21]2[CH2:26][CH2:25][CH2:24][CH2:23][CH2:22]2)=[CH:11][CH:10]=1)[C:2]1[CH:3]=[CH:4][CH:5]=[CH:6][CH:7]=1, predict the reactants needed to synthesize it. The reactants are: [CH2:1]([O:8][C:9]1[CH:14]=[CH:13][C:12]([C:15]2[CH:16]=[N:17][C:18]3[N:19]([N:27]=[CH:28][CH:29]=3)[C:20]=2[CH:21]2[CH2:26][CH2:25][CH2:24][CH2:23][CH2:22]2)=[CH:11][CH:10]=1)[C:2]1[CH:7]=[CH:6][CH:5]=[CH:4][CH:3]=1.P(Cl)(Cl)(Cl)=O.CN(C)[CH:37]=[O:38]. (3) Given the product [Br:1][CH2:2][C:3]([C:5]1[S:9][C:8]([N:10]2[CH2:15][CH2:14][O:13][CH2:12][CH2:11]2)=[C:7]([C:16]#[N:17])[C:6]=1[C:18]1[CH:23]=[CH:22][C:21]([Cl:24])=[CH:20][C:19]=1[Cl:25])=[O:4], predict the reactants needed to synthesize it. The reactants are: [Br:1][CH:2](Br)[C:3]([C:5]1[S:9][C:8]([N:10]2[CH2:15][CH2:14][O:13][CH2:12][CH2:11]2)=[C:7]([C:16]#[N:17])[C:6]=1[C:18]1[CH:23]=[CH:22][C:21]([Cl:24])=[CH:20][C:19]=1[Cl:25])=[O:4].C1COCC1.P([O-])(OCC)OCC. (4) Given the product [CH3:13][C@@H:9]1[C:8]2([O:17][CH2:16][CH2:15][O:14]2)[CH2:7][CH2:6][C@@:5]2([C:18]3[CH:19]=[CH:20][CH:21]=[CH:22][CH:23]=3)[C@H:10]1[CH2:11][CH2:12][C:3]1[CH:2]=[N:27][C:25]([C:28]3[CH:37]=[CH:36][C:31]([C:32]([O:34][CH3:35])=[O:33])=[CH:30][CH:29]=3)=[N:26][C:4]=12, predict the reactants needed to synthesize it. The reactants are: O/[CH:2]=[C:3]1\[C:4](=O)[C@:5]2([C:18]3[CH:23]=[CH:22][CH:21]=[CH:20][CH:19]=3)[C@@H:10]([CH2:11][CH2:12]\1)[C@H:9]([CH3:13])[C:8]1([O:17][CH2:16][CH2:15][O:14]1)[CH2:7][CH2:6]2.[C:25]([C:28]1[CH:37]=[CH:36][C:31]([C:32]([O:34][CH3:35])=[O:33])=[CH:30][CH:29]=1)(=[NH:27])[NH2:26].N1CCCCC1. (5) Given the product [Br:1][C:2]1[CH:24]=[CH:23][C:5]([C:6]([NH:8][C:9]2[C:10]([F:22])=[C:11]([F:21])[C:12]([C:17]([F:19])([F:20])[F:18])=[C:13]([F:16])[C:14]=2[F:15])=[O:7])=[C:4]([F:30])[CH:3]=1, predict the reactants needed to synthesize it. The reactants are: [Br:1][C:2]1[CH:24]=[CH:23][C:5]([C:6]([NH:8][C:9]2[C:14]([F:15])=[C:13]([F:16])[C:12]([C:17]([F:20])([F:19])[F:18])=[C:11]([F:21])[C:10]=2[F:22])=[O:7])=[CH:4][CH:3]=1.[O-]S(C(F)(F)[F:30])(=O)=O.F[N+]1C(C)=CC(C)=CC=1C. (6) Given the product [Cl:1][C:2]1[CH:3]=[C:4]2[C:9](=[CH:10][C:11]=1[O:12][C:13]1[CH:14]=[CH:15][C:16]([C:19](=[O:33])[NH:20][CH:21]3[CH2:26][CH2:25][CH2:24][CH:23]([C:27]4[CH:32]=[CH:31][CH:30]=[CH:29][CH:28]=4)[CH2:22]3)=[CH:17][CH:18]=1)[O:8][CH2:7][CH2:6][CH:5]2[C:34]([OH:36])=[O:35], predict the reactants needed to synthesize it. The reactants are: [Cl:1][C:2]1[CH:3]=[C:4]2[C:9](=[CH:10][C:11]=1[O:12][C:13]1[CH:18]=[CH:17][C:16]([C:19](=[O:33])[NH:20][CH:21]3[CH2:26][CH2:25][CH2:24][CH:23]([C:27]4[CH:32]=[CH:31][CH:30]=[CH:29][CH:28]=4)[CH2:22]3)=[CH:15][CH:14]=1)[O:8][CH2:7][CH2:6][CH:5]2[C:34]([O:36]CC)=[O:35].[OH-].[Na+].